From a dataset of Forward reaction prediction with 1.9M reactions from USPTO patents (1976-2016). Predict the product of the given reaction. (1) The product is: [CH:18]1([CH2:21][O:22][C:23]2[CH:28]=[CH:27][CH:26]=[C:25]([F:29])[C:24]=2[C:15]2[N:14]([CH3:17])[CH:13]=[N:12][C:11]=2[C:7]2[CH:6]=[C:5]([C:3]([OH:2])=[O:4])[CH:10]=[CH:9][N:8]=2)[CH2:19][CH2:20]1. Given the reactants C[O:2][C:3]([C:5]1[CH:10]=[CH:9][N:8]=[C:7]([C:11]2[N:12]=[CH:13][N:14]([CH3:17])[C:15]=2Br)[CH:6]=1)=[O:4].[CH:18]1([CH2:21][O:22][C:23]2[CH:28]=[CH:27][CH:26]=[C:25]([F:29])[C:24]=2B(O)O)[CH2:20][CH2:19]1, predict the reaction product. (2) Given the reactants [Cl:1][C:2]1[CH:7]=[CH:6][C:5]([C:8]([C:27]2[CH:32]=[CH:31][C:30]([Cl:33])=[CH:29][CH:28]=2)([C:10]2[CH:11]=[C:12]3[C:17](=[C:18]([Br:20])[CH:19]=2)[N:16]=[C:15]([O:21]C(C)(C)C)[CH:14]=[C:13]3[Br:26])O)=[CH:4][CH:3]=1.C([SiH](CC)CC)C.FC(F)(F)C(O)=O, predict the reaction product. The product is: [Cl:1][C:2]1[CH:7]=[CH:6][C:5]([CH:8]([C:27]2[CH:32]=[CH:31][C:30]([Cl:33])=[CH:29][CH:28]=2)[C:10]2[CH:11]=[C:12]3[C:17](=[C:18]([Br:20])[CH:19]=2)[N:16]=[C:15]([OH:21])[CH:14]=[C:13]3[Br:26])=[CH:4][CH:3]=1. (3) The product is: [ClH:43].[F:19][C@H:7]1[C@@H:6]([O:5][C:4]2[CH:20]=[CH:21][C:22]([C:24]3[N:29]=[C:28]([NH:30][C:31]4[CH:36]=[CH:35][C:34]([S:37]([CH3:40])(=[O:39])=[O:38])=[C:33]([O:41][CH3:42])[CH:32]=4)[N:27]=[CH:26][N:25]=3)=[CH:23][C:3]=2[C:1]#[N:2])[CH2:11][CH2:10][NH:9][CH2:8]1. Given the reactants [C:1]([C:3]1[CH:23]=[C:22]([C:24]2[N:29]=[C:28]([NH:30][C:31]3[CH:36]=[CH:35][C:34]([S:37]([CH3:40])(=[O:39])=[O:38])=[C:33]([O:41][CH3:42])[CH:32]=3)[N:27]=[CH:26][N:25]=2)[CH:21]=[CH:20][C:4]=1[O:5][C@H:6]1[CH2:11][CH2:10][N:9](C(OC(C)(C)C)=O)[CH2:8][C@H:7]1[F:19])#[N:2].[Cl:43]CCl, predict the reaction product. (4) Given the reactants [O:1]=[C:2]1[CH:7]=[CH:6][N:5]([C:8]2[CH:13]=[CH:12][CH:11]=[C:10]([C:14]([F:17])([F:16])[F:15])[CH:9]=2)[N:4]=[C:3]1C(O)=O.C1C=CC(P([N:35]=[N+]=[N-])(C2C=CC=CC=2)=O)=CC=1.CCN(CC)CC.[OH-].[Na+], predict the reaction product. The product is: [NH2:35][C:3]1[C:2](=[O:1])[CH:7]=[CH:6][N:5]([C:8]2[CH:13]=[CH:12][CH:11]=[C:10]([C:14]([F:17])([F:16])[F:15])[CH:9]=2)[N:4]=1. (5) Given the reactants [C:1]1([SH:7])[CH:6]=[CH:5][CH:4]=[CH:3][CH:2]=1.Br[CH2:9][C:10]([O:12][CH3:13])=[O:11].CCN(CC)CC.C([O-])(O)=O.[Na+], predict the reaction product. The product is: [C:1]1([S:7][CH2:9][C:10]([O:12][CH3:13])=[O:11])[CH:6]=[CH:5][CH:4]=[CH:3][CH:2]=1. (6) Given the reactants C(Cl)(=O)C.[CH:5]1([O:8][C:9]2[CH:10]=[C:11]([C:19]3[NH:36][C:22]4[CH:23]=[N:24][N:25](COCC[Si](C)(C)C)[C:26](=[O:27])[C:21]=4[C:20]=3[CH2:37][O:38][CH3:39])[CH:12]=[CH:13][C:14]=2[O:15][CH:16]([F:18])[F:17])[CH2:7][CH2:6]1.C[O-].[Na+], predict the reaction product. The product is: [CH:5]1([O:8][C:9]2[CH:10]=[C:11]([C:19]3[NH:36][C:22]4[CH:23]=[N:24][NH:25][C:26](=[O:27])[C:21]=4[C:20]=3[CH2:37][O:38][CH3:39])[CH:12]=[CH:13][C:14]=2[O:15][CH:16]([F:17])[F:18])[CH2:6][CH2:7]1. (7) Given the reactants [N+:1]([C:4]1[CH:5]=[C:6]2[C:10](=[CH:11][CH:12]=1)[NH:9][C:8]([CH2:13][C:14]([NH2:16])=[O:15])=[C:7]2[S:17]([C:20]1[CH:25]=[C:24]([CH3:26])[CH:23]=[C:22]([CH3:27])[CH:21]=1)(=[O:19])=[O:18])([O-])=O.[H][H].N1([C:32]2[CH:31]=[C:32]3[C:31](=[CH:34][CH:33]=2)N[C:34](C([O-])=O)=[C:33]3S([C:32]2[CH:31]=C(C)C=[C:34](C)[CH:33]=2)(=O)=O)[CH:34]=[CH:33][CH:32]=[CH:31]1.COC1CCC(OC)O1, predict the reaction product. The product is: [N:1]1([C:4]2[CH:5]=[C:6]3[C:10](=[CH:11][CH:12]=2)[NH:9][C:8]([CH2:13][C:14]([NH2:16])=[O:15])=[C:7]3[S:17]([C:20]2[CH:25]=[C:24]([CH3:26])[CH:23]=[C:22]([CH3:27])[CH:21]=2)(=[O:19])=[O:18])[CH:34]=[CH:33][CH:32]=[CH:31]1. (8) Given the reactants [Na].[Cl-].[NH2:3][C:4]([NH2:6])=[NH2+:5].[Cl:7][C:8]1[CH:9]=[C:10]2[C:14](=[CH:15][CH:16]=1)[CH:13]([CH2:17][C:18](OCC)=[O:19])[N:12]([CH2:23][CH:24]([CH3:26])[CH3:25])[C:11]2=[O:27].[Cl:28][C:29]1[CH:37]=[C:36]2[C:32]([C:33](=[O:48])[N:34]([CH2:44][CH:45]([CH3:47])[CH3:46])[CH:35]2[CH2:38][C:39](OCC)=[O:40])=[CH:31][CH:30]=1, predict the reaction product. The product is: [Cl:28][C:29]1[CH:37]=[C:36]2[C:32]([C:33](=[O:48])[N:34]([CH2:44][CH:45]([CH3:46])[CH3:47])[CH:35]2[CH2:38][C:39]([NH:5][C:4]([NH2:6])=[NH:3])=[O:40])=[CH:31][CH:30]=1.[Cl:7][C:8]1[CH:9]=[C:10]2[C:14](=[CH:15][CH:16]=1)[CH:13]([CH2:17][C:18]([NH:5][C:4]([NH2:6])=[NH:3])=[O:19])[N:12]([CH2:23][CH:24]([CH3:25])[CH3:26])[C:11]2=[O:27].